This data is from NCI-60 drug combinations with 297,098 pairs across 59 cell lines. The task is: Regression. Given two drug SMILES strings and cell line genomic features, predict the synergy score measuring deviation from expected non-interaction effect. (1) Drug 1: CC1=C2C(C(=O)C3(C(CC4C(C3C(C(C2(C)C)(CC1OC(=O)C(C(C5=CC=CC=C5)NC(=O)C6=CC=CC=C6)O)O)OC(=O)C7=CC=CC=C7)(CO4)OC(=O)C)O)C)OC(=O)C. Drug 2: C1=NC2=C(N1)C(=S)N=CN2. Cell line: UACC62. Synergy scores: CSS=39.6, Synergy_ZIP=-3.84, Synergy_Bliss=-4.31, Synergy_Loewe=-6.43, Synergy_HSA=0.0556. (2) Drug 1: CS(=O)(=O)C1=CC(=C(C=C1)C(=O)NC2=CC(=C(C=C2)Cl)C3=CC=CC=N3)Cl. Drug 2: C1CN1P(=S)(N2CC2)N3CC3. Cell line: T-47D. Synergy scores: CSS=0.760, Synergy_ZIP=-5.42, Synergy_Bliss=-6.72, Synergy_Loewe=-8.41, Synergy_HSA=-6.18. (3) Drug 1: C1=CC=C(C=C1)NC(=O)CCCCCCC(=O)NO. Drug 2: C1=CN(C(=O)N=C1N)C2C(C(C(O2)CO)O)(F)F. Cell line: HT29. Synergy scores: CSS=72.4, Synergy_ZIP=1.87, Synergy_Bliss=2.39, Synergy_Loewe=0.995, Synergy_HSA=7.69.